This data is from Full USPTO retrosynthesis dataset with 1.9M reactions from patents (1976-2016). The task is: Predict the reactants needed to synthesize the given product. (1) The reactants are: [Cl:1][C:2]1[CH:7]=[CH:6][C:5]([S:8]([NH:11][C@H:12]([C@@H:15]([OH:17])[CH3:16])[CH2:13][OH:14])(=[O:10])=[O:9])=[CH:4][CH:3]=1.[CH3:18][O:19][C:20](=[O:29])[C:21]1[CH:26]=[CH:25][C:24]([CH2:27]Br)=[CH:23][CH:22]=1. Given the product [Cl:1][C:2]1[CH:3]=[CH:4][C:5]([S:8]([N:11]([CH2:27][C:24]2[CH:25]=[CH:26][C:21]([C:20]([O:19][CH3:18])=[O:29])=[CH:22][CH:23]=2)[C@@H:12]([C@H:15]([OH:17])[CH3:16])[CH2:13][OH:14])(=[O:10])=[O:9])=[CH:6][CH:7]=1, predict the reactants needed to synthesize it. (2) Given the product [S:1]1[CH2:6][CH:5]=[C:4]([O:7][S:23]([C:26]([F:29])([F:28])[F:27])(=[O:25])=[O:24])[CH2:3][CH2:2]1, predict the reactants needed to synthesize it. The reactants are: [S:1]1[CH2:6][CH2:5][C:4](=[O:7])[CH2:3][CH2:2]1.[Li+].CC([N-]C(C)C)C.C1C=CC(N([S:23]([C:26]([F:29])([F:28])[F:27])(=[O:25])=[O:24])[S:23]([C:26]([F:29])([F:28])[F:27])(=[O:25])=[O:24])=CC=1.CCOC(C)=O. (3) Given the product [C:30]([O:29][C:28]([N:27]([CH2:35][C:36]1[CH:45]=[CH:44][C:39]2[O:40][CH2:41][CH2:42][O:43][C:38]=2[CH:37]=1)[CH:24]1[CH2:23][CH2:22][N:21]([CH2:20][CH2:19][N:12]2[C:13]3[C:8](=[C:7](/[CH:49]=[CH:48]/[C:47]([O:51][CH2:52][CH3:53])=[O:50])[CH:16]=[C:15]([O:17][CH3:18])[CH:14]=3)[CH:9]=[CH:10][C:11]2=[O:46])[CH2:26][CH2:25]1)=[O:34])([CH3:33])([CH3:32])[CH3:31], predict the reactants needed to synthesize it. The reactants are: CN(C)C=O.Br[C:7]1[CH:16]=[C:15]([O:17][CH3:18])[CH:14]=[C:13]2[C:8]=1[CH:9]=[CH:10][C:11](=[O:46])[N:12]2[CH2:19][CH2:20][N:21]1[CH2:26][CH2:25][CH:24]([N:27]([CH2:35][C:36]2[CH:45]=[CH:44][C:39]3[O:40][CH2:41][CH2:42][O:43][C:38]=3[CH:37]=2)[C:28](=[O:34])[O:29][C:30]([CH3:33])([CH3:32])[CH3:31])[CH2:23][CH2:22]1.[C:47]([O:51][CH2:52][CH3:53])(=[O:50])[CH:48]=[CH2:49]. (4) The reactants are: [CH:1]([Si:4]([CH:41]([CH3:43])[CH3:42])([CH:38]([CH3:40])[CH3:39])[O:5][C@H:6]1[C@H:11]([O:12][Si:13]([CH:20]([CH3:22])[CH3:21])([CH:17]([CH3:19])[CH3:18])[CH:14]([CH3:16])[CH3:15])[CH:10]=[C:9](B(O)O)[O:8][C@@H:7]1[CH2:26][O:27][Si:28]([CH:35]([CH3:37])[CH3:36])([CH:32]([CH3:34])[CH3:33])[CH:29]([CH3:31])[CH3:30])([CH3:3])[CH3:2].[Cl:44][C:45]1[C:50]([N+:51]([O-:53])=[O:52])=[C:49](Cl)[N:48]=[CH:47][N:46]=1.C(=O)([O-])[O-].[Na+].[Na+]. Given the product [CH:1]([Si:4]([CH:41]([CH3:43])[CH3:42])([CH:38]([CH3:40])[CH3:39])[O:5][C@H:6]1[C@H:11]([O:12][Si:13]([CH:20]([CH3:22])[CH3:21])([CH:17]([CH3:19])[CH3:18])[CH:14]([CH3:16])[CH3:15])[CH:10]=[C:9]([C:49]2[C:50]([N+:51]([O-:53])=[O:52])=[C:45]([Cl:44])[N:46]=[CH:47][N:48]=2)[O:8][C@@H:7]1[CH2:26][O:27][Si:28]([CH:35]([CH3:37])[CH3:36])([CH:32]([CH3:34])[CH3:33])[CH:29]([CH3:31])[CH3:30])([CH3:3])[CH3:2], predict the reactants needed to synthesize it. (5) The reactants are: [F:1][C:2]1[CH:7]=[CH:6][C:5]([C:8]2[O:9][C:10]3[CH:20]=[CH:19][C:18](B(O)O)=[CH:17][C:11]=3[C:12]=2[C:13](=[O:16])[NH:14][CH3:15])=[CH:4][CH:3]=1.[O:24]=[C:25]1[CH:30]=[N:29][C:28]([C:31]([O:33][CH3:34])=[O:32])=[CH:27][NH:26]1.N1C=CC=CC=1. Given the product [F:1][C:2]1[CH:7]=[CH:6][C:5]([C:8]2[O:9][C:10]3[CH:20]=[CH:19][C:18]([N:26]4[C:25](=[O:24])[CH:30]=[N:29][C:28]([C:31]([O:33][CH3:34])=[O:32])=[CH:27]4)=[CH:17][C:11]=3[C:12]=2[C:13](=[O:16])[NH:14][CH3:15])=[CH:4][CH:3]=1, predict the reactants needed to synthesize it. (6) The reactants are: [O:1]1[C:5]2[CH:6]=[CH:7][CH:8]=[CH:9][C:4]=2[N:3]=[C:2]1[C:10]1[C:11]([N:25](C(OC(C)(C)C)=O)C(=O)OC(C)(C)C)=[N:12][CH:13]=[C:14](B2OC(C)(C)C(C)(C)O2)[CH:15]=1.Br[C:41]1[CH:42]=[N:43][N:44]([CH:48]2[CH2:53][CH2:52][N:51](C(OC(C)(C)C)=O)[CH2:50][CH2:49]2)[C:45]=1[CH2:46][OH:47].[F-].[Cs+]. Given the product [NH2:25][C:11]1[N:12]=[CH:13][C:14]([C:41]2[CH:42]=[N:43][N:44]([CH:48]3[CH2:49][CH2:50][NH:51][CH2:52][CH2:53]3)[C:45]=2[CH2:46][OH:47])=[CH:15][C:10]=1[C:2]1[O:1][C:5]2[CH:6]=[CH:7][CH:8]=[CH:9][C:4]=2[N:3]=1, predict the reactants needed to synthesize it. (7) Given the product [CH:1]1([C:7]2[C:15]3[C:10](=[CH:11][C:12]([C:16]([OH:18])=[O:17])=[CH:13][CH:14]=3)[N:9]([CH2:51][C:52]([N:54]([CH3:56])[CH3:55])=[O:53])[C:8]=2[C:27]2[CH:32]=[CH:31][CH:30]=[C:29]([CH2:33][CH2:34][N:35]([CH3:36])[CH3:37])[CH:28]=2)[CH2:2][CH2:3][CH2:4][CH2:5][CH2:6]1, predict the reactants needed to synthesize it. The reactants are: [CH:1]1([C:7]2[C:15]3[C:10](=[CH:11][C:12]([C:16]([O:18]C)=[O:17])=[CH:13][CH:14]=3)[N:9](C(OC(C)(C)C)=O)[C:8]=2[C:27]2[CH:32]=[CH:31][CH:30]=[C:29]([CH2:33][CH2:34][N:35]([CH3:37])[CH3:36])[CH:28]=2)[CH2:6][CH2:5][CH2:4][CH2:3][CH2:2]1.C(O)(C(F)(F)F)=O.C(Cl)Cl.[H-].[Na+].Cl[CH2:51][C:52]([N:54]([CH3:56])[CH3:55])=[O:53].B(Br)(Br)Br. (8) The reactants are: [CH3:1][N:2]([C:11]1[CH:12]=[CH:13][CH:14]=[C:15]2[C:19]=1[NH:18][C:17]([C:20]1[S:21][C:22]3([CH2:29][CH2:28][NH:27][CH2:26][CH2:25]3)[CH2:23][N:24]=1)=[CH:16]2)[S:3]([C:6]1[S:7][CH:8]=[CH:9][CH:10]=1)(=[O:5])=[O:4].Cl[CH2:31][C:32]([NH2:34])=[O:33].C(=O)([O-])[O-].[K+].[K+].CN(C)C=O. Given the product [CH3:1][N:2]([S:3]([C:6]1[S:7][CH:8]=[CH:9][CH:10]=1)(=[O:4])=[O:5])[C:11]1[CH:12]=[CH:13][CH:14]=[C:15]2[C:19]=1[NH:18][C:17]([C:20]1[S:21][C:22]3([CH2:29][CH2:28][N:27]([CH2:31][C:32]([NH2:34])=[O:33])[CH2:26][CH2:25]3)[CH2:23][N:24]=1)=[CH:16]2, predict the reactants needed to synthesize it. (9) Given the product [Cl:1][C:2]1[CH:3]=[N:4][C:5]2[N:6]([N:8]=[C:9]([C:11]([N:25]3[CH2:24][CH2:23][C:22]4[C:27](=[C:18]([S:15]([CH3:14])(=[O:17])=[O:16])[CH:19]=[CH:20][CH:21]=4)[N:26]3[CH3:28])=[O:13])[CH:10]=2)[CH:7]=1, predict the reactants needed to synthesize it. The reactants are: [Cl:1][C:2]1[CH:3]=[N:4][C:5]2[N:6]([N:8]=[C:9]([C:11]([OH:13])=O)[CH:10]=2)[CH:7]=1.[CH3:14][S:15]([C:18]1[CH:19]=[CH:20][CH:21]=[C:22]2[C:27]=1[N:26]([CH3:28])[NH:25][CH2:24][CH2:23]2)(=[O:17])=[O:16].